The task is: Predict the product of the given reaction.. This data is from Forward reaction prediction with 1.9M reactions from USPTO patents (1976-2016). (1) Given the reactants [CH2:1]([O:3][C:4](=[O:20])/[CH:5]=[C:6](/[C:14]1[CH:19]=[CH:18][CH:17]=[CH:16][CH:15]=1)\[NH:7][C:8]1[CH:13]=[CH:12][CH:11]=[CH:10][CH:9]=1)[CH3:2].[C:21](#[N:23])[CH3:22], predict the reaction product. The product is: [CH2:1]([O:3][C:4]([C:5]1[C:21]([CH3:22])=[N:23][N:7]([C:8]2[CH:9]=[CH:10][CH:11]=[CH:12][CH:13]=2)[C:6]=1[C:14]1[CH:19]=[CH:18][CH:17]=[CH:16][CH:15]=1)=[O:20])[CH3:2]. (2) Given the reactants [NH2:1][C:2]1[CH:7]=[CH:6][C:5]([C:8]2[N:9]([CH2:21][CH3:22])[C:10]3[C:15]([C:16]=2[C:17]#[N:18])=[CH:14][CH:13]=[C:12]([O:19][CH3:20])[CH:11]=3)=[CH:4][CH:3]=1.[Cl:23][CH2:24][CH2:25][N:26]=[C:27]=[O:28], predict the reaction product. The product is: [Cl:23][CH2:24][CH2:25][NH:26][C:27]([NH:1][C:2]1[CH:3]=[CH:4][C:5]([C:8]2[N:9]([CH2:21][CH3:22])[C:10]3[C:15]([C:16]=2[C:17]#[N:18])=[CH:14][CH:13]=[C:12]([O:19][CH3:20])[CH:11]=3)=[CH:6][CH:7]=1)=[O:28]. (3) Given the reactants C([NH:3][CH2:4][CH2:5][CH2:6][C:7]1[CH:8]=[CH:9][C:10]([CH2:13][CH2:14][CH2:15][NH:16]C=O)=[N:11][CH:12]=1)=O.[OH-].[Na+], predict the reaction product. The product is: [NH2:3][CH2:4][CH2:5][CH2:6][C:7]1[CH:8]=[CH:9][C:10]([CH2:13][CH2:14][CH2:15][NH2:16])=[N:11][CH:12]=1. (4) Given the reactants [Cl:1][C:2]1[CH:10]=[CH:9][CH:8]=[C:7]2[C:3]=1[C:4]([CH2:11][CH2:12][C:13](O)=[O:14])=[CH:5][NH:6]2.C1COCC1, predict the reaction product. The product is: [Cl:1][C:2]1[CH:10]=[CH:9][CH:8]=[C:7]2[C:3]=1[C:4]([CH2:11][CH2:12][CH2:13][OH:14])=[CH:5][NH:6]2. (5) Given the reactants CC([O:4][C:5]([CH2:7][CH2:8][CH2:9]/[CH:10]=[CH:11]\[CH2:12][C@@H:13]1[C@@H:17]([CH2:18][CH2:19][C@@H:20]([OH:29])[CH2:21][CH2:22][C:23]2[CH:28]=[CH:27][CH:26]=[CH:25][CH:24]=2)[C@H:16]([OH:30])[CH2:15][C@@H:14]1[OH:31])=O)C.[C:32]([O:39][CH2:40][CH:41]([OH:51])[CH2:42][O:43][C:44](=[O:50])[CH2:45][CH2:46][CH2:47][C:48]#[CH:49])(=[O:38])[CH2:33][CH2:34][CH2:35][C:36]#[CH:37].CN(C(ON1N=NC2C=CC=CC1=2)=[N+](C)C)C.F[P-](F)(F)(F)(F)F.C(N(CC)CC)C, predict the reaction product. The product is: [C:32]([O:39][CH2:40][CH:41]([O:51][C:5](=[O:4])[CH2:7][CH2:8][CH2:9]/[CH:10]=[CH:11]\[CH2:12][C@H:13]1[C@@H:14]([OH:31])[CH2:15][C@@H:16]([OH:30])[C@@H:17]1[CH2:18][CH2:19][C@@H:20]([OH:29])[CH2:21][CH2:22][C:23]1[CH:24]=[CH:25][CH:26]=[CH:27][CH:28]=1)[CH2:42][O:43][C:44](=[O:50])[CH2:45][CH2:46][CH2:47][C:48]#[CH:49])(=[O:38])[CH2:33][CH2:34][CH2:35][C:36]#[CH:37]. (6) The product is: [C:1]([O:5][C:6]([N:8]1[CH2:13][CH2:12][C:11]2([CH2:18][CH2:17][N:16]([C:19](=[O:21])[CH3:20])[CH2:15][CH2:14]2)[CH2:10][CH2:9]1)=[O:7])([CH3:4])([CH3:2])[CH3:3]. Given the reactants [C:1]([O:5][C:6]([N:8]1[CH2:13][CH2:12][C:11]2([CH2:18][CH2:17][NH:16][CH2:15][CH2:14]2)[CH2:10][CH2:9]1)=[O:7])([CH3:4])([CH3:3])[CH3:2].[C:19](OC(=O)C)(=[O:21])[CH3:20].C(N(CC)CC)C, predict the reaction product. (7) Given the reactants [Cl:1][C:2]1[CH:19]=[C:18]([Cl:20])[CH:17]=[CH:16][C:3]=1[CH2:4][O:5][C:6]1[CH:15]=[CH:14][C:9]2[CH:10]([NH2:13])[CH2:11][O:12][C:8]=2[CH:7]=1.Br[CH2:22][C:23]([O:25][CH2:26][CH3:27])=[O:24], predict the reaction product. The product is: [Cl:1][C:2]1[CH:19]=[C:18]([Cl:20])[CH:17]=[CH:16][C:3]=1[CH2:4][O:5][C:6]1[CH:15]=[CH:14][C:9]2[CH:10]([NH:13][CH2:22][C:23]([O:25][CH2:26][CH3:27])=[O:24])[CH2:11][O:12][C:8]=2[CH:7]=1. (8) Given the reactants Cl[C:2]1[N:7]=[C:6]([NH:8][C:9]2[CH:14]=[CH:13][C:12]([O:15][CH3:16])=[C:11]([Cl:17])[CH:10]=2)[N:5]=[C:4]([NH:18][CH:19]2[CH2:25][CH2:24][CH2:23][CH2:22][CH2:21][CH2:20]2)[N:3]=1.C(=O)([O-])[O-].[K+].[K+].[I:32][C:33]1[CH:38]=[CH:37][CH:36]=[CH:35][C:34]=1[OH:39], predict the reaction product. The product is: [Cl:17][C:11]1[CH:10]=[C:9]([NH:8][C:6]2[N:5]=[C:4]([NH:18][CH:19]3[CH2:25][CH2:24][CH2:23][CH2:22][CH2:21][CH2:20]3)[N:3]=[C:2]([O:39][C:34]3[CH:35]=[CH:36][CH:37]=[CH:38][C:33]=3[I:32])[N:7]=2)[CH:14]=[CH:13][C:12]=1[O:15][CH3:16].